From a dataset of Forward reaction prediction with 1.9M reactions from USPTO patents (1976-2016). Predict the product of the given reaction. (1) Given the reactants [C:1]([O:5][C:6]([C@H:8]([CH2:13]I)[C:9]([O:11][CH3:12])=[O:10])=[O:7])([CH3:4])([CH3:3])[CH3:2].Br[C:16]1[S:20][C:19]([Si:21]([CH:28]([CH3:30])[CH3:29])([CH:25]([CH3:27])[CH3:26])[CH:22]([CH3:24])[CH3:23])=[N:18][CH:17]=1, predict the reaction product. The product is: [C:1]([O:5][C:6]([C@@H:8]([CH2:13][C:16]1[S:20][C:19]([Si:21]([CH:25]([CH3:27])[CH3:26])([CH:28]([CH3:30])[CH3:29])[CH:22]([CH3:23])[CH3:24])=[N:18][CH:17]=1)[C:9]([O:11][CH3:12])=[O:10])=[O:7])([CH3:4])([CH3:3])[CH3:2]. (2) Given the reactants P(Cl)(Cl)(Cl)=O.[Br:6][C:7]1[N:8]([C:12]2[CH:19]=[CH:18][C:15]([C:16]#[N:17])=[CH:14][C:13]=2[CH3:20])[CH:9]=[CH:10][CH:11]=1.[C:21](=O)([O-])[O-:22].[Na+].[Na+], predict the reaction product. The product is: [Br:6][C:7]1[N:8]([C:12]2[CH:19]=[CH:18][C:15]([C:16]#[N:17])=[CH:14][C:13]=2[CH3:20])[C:9]([CH:21]=[O:22])=[CH:10][CH:11]=1. (3) Given the reactants [N:1]1[S:2](=[O:15])(=[O:14])[CH2:3][CH2:4][N:5]2[CH:10]=[CH:9][CH:8]=[C:7]([C:11]([OH:13])=O)[C:6]=12.[CH:16]1([C:19]2[CH:25]=[CH:24][C:22]([NH2:23])=[CH:21][CH:20]=2)[CH2:18][CH2:17]1.C1C=CC2N(O)N=NC=2C=1.CCN=C=NCCCN(C)C.Cl.CCN(C(C)C)C(C)C, predict the reaction product. The product is: [CH:16]1([C:19]2[CH:25]=[CH:24][C:22]([NH:23][C:11]([C:7]3[C:6]4=[N:1][S:2](=[O:15])(=[O:14])[CH2:3][CH2:4][N:5]4[CH:10]=[CH:9][CH:8]=3)=[O:13])=[CH:21][CH:20]=2)[CH2:18][CH2:17]1. (4) Given the reactants CN(C(ON1N=NC2C=CC=NC1=2)=[N+](C)C)C.F[P-](F)(F)(F)(F)F.[CH3:25][O:26][C@:27]1([C:36]2[CH:45]=[CH:44][C:43]3[C:38](=[CH:39][C:40]([CH:48]=[CH2:49])=[C:41]([O:46][CH3:47])[CH:42]=3)[CH:37]=2)[CH2:31][NH:30][C@H:29]([C:32]([O:34][CH3:35])=[O:33])[CH2:28]1.[CH3:50][C:51]([CH3:71])([CH2:68][CH:69]=[CH2:70])[CH2:52][O:53][C:54]([NH:56][C@@H:57]([CH2:61][CH2:62][CH2:63][CH2:64][CH2:65][CH:66]=[CH2:67])[C:58](O)=[O:59])=[O:55].CCN(C(C)C)C(C)C, predict the reaction product. The product is: [CH3:50][C:51]([CH3:71])([CH2:68][CH:69]=[CH2:70])[CH2:52][O:53][C:54]([NH:56][C@@H:57]([CH2:61][CH2:62][CH2:63][CH2:64][CH2:65][CH:66]=[CH2:67])[C:58]([N:30]1[CH2:31][C@:27]([O:26][CH3:25])([C:36]2[CH:45]=[CH:44][C:43]3[C:38](=[CH:39][C:40]([CH:48]=[CH2:49])=[C:41]([O:46][CH3:47])[CH:42]=3)[CH:37]=2)[CH2:28][C@H:29]1[C:32]([O:34][CH3:35])=[O:33])=[O:59])=[O:55]. (5) Given the reactants C(O[C:4]([C:6]1[CH:7]=[C:8]2[C:12](=[CH:13][CH:14]=1)[NH:11][N:10]=[C:9]2[C:15]1[CH:24]=[CH:23][C:22]2[C:17](=[CH:18][CH:19]=[C:20]([O:25][CH3:26])[CH:21]=2)[CH:16]=1)=[NH:5])C.[NH2:27][NH:28][C:29](=O)[CH2:30][N:31]([CH3:33])[CH3:32].C[O-].[Na+], predict the reaction product. The product is: [CH3:26][O:25][C:20]1[CH:21]=[C:22]2[C:17](=[CH:18][CH:19]=1)[CH:16]=[C:15]([C:9]1[C:8]3[C:12](=[CH:13][CH:14]=[C:6]([C:4]4[N:5]=[C:29]([CH2:30][N:31]([CH3:33])[CH3:32])[NH:28][N:27]=4)[CH:7]=3)[NH:11][N:10]=1)[CH:24]=[CH:23]2. (6) The product is: [F:23][C:4]([F:3])([F:22])[CH:5]1[CH2:10][CH2:9][C:8]([C:11]2[N:16]=[CH:15][N:14]=[C:13]([CH2:17][OH:18])[CH:12]=2)=[CH:7][CH2:6]1. Given the reactants [BH4-].[Na+].[F:3][C:4]([F:23])([F:22])[CH:5]1[CH2:10][CH2:9][C:8]([C:11]2[N:16]=[CH:15][N:14]=[C:13]([C:17](OCC)=[O:18])[CH:12]=2)=[CH:7][CH2:6]1, predict the reaction product. (7) Given the reactants [CH:1]([NH2:3])=[O:2].C(OC(=O)[CH2:8][C:9]1[C:10]([Cl:23])=[CH:11][CH:12]=[C:13]2[C:18]=1[N:17]=[C:16]([CH2:19][N:20]([CH3:22])[CH3:21])[CH:15]=[CH:14]2)C.C[O-].[Na+], predict the reaction product. The product is: [Cl:23][C:10]1[C:9]([CH2:8][C:1]([NH2:3])=[O:2])=[C:18]2[C:13]([CH:14]=[CH:15][C:16]([CH2:19][N:20]([CH3:21])[CH3:22])=[N:17]2)=[CH:12][CH:11]=1.